Dataset: TCR-epitope binding with 47,182 pairs between 192 epitopes and 23,139 TCRs. Task: Binary Classification. Given a T-cell receptor sequence (or CDR3 region) and an epitope sequence, predict whether binding occurs between them. (1) The epitope is YLNTLTLAV. The TCR CDR3 sequence is CASSYSASASVYNEQFF. Result: 1 (the TCR binds to the epitope). (2) The epitope is SLYNTVATL. The TCR CDR3 sequence is CSVGGRGTGELFF. Result: 1 (the TCR binds to the epitope).